Dataset: Forward reaction prediction with 1.9M reactions from USPTO patents (1976-2016). Task: Predict the product of the given reaction. (1) The product is: [CH3:1][O:2][C:3](=[O:21])[CH:4]=[CH:5][C:6]1[CH:11]=[CH:10][C:9]2[N:12]([CH2:13][CH2:14][NH:15][CH2:16][CH3:17])[C:22]([CH2:23][CH2:24][CH2:25][CH2:26][CH2:27][CH3:28])=[N:18][C:8]=2[CH:7]=1. Given the reactants [CH3:1][O:2][C:3](=[O:21])[CH:4]=[CH:5][C:6]1[CH:11]=[CH:10][C:9]([NH:12][CH2:13][CH2:14][NH:15][CH2:16][CH3:17])=[C:8]([N+:18]([O-])=O)[CH:7]=1.[CH:22](=O)[CH2:23][CH2:24][CH2:25][CH2:26][CH2:27][CH3:28].O.O.Cl[Sn]Cl, predict the reaction product. (2) The product is: [N:11]1[CH:16]=[CH:15][CH:14]=[CH:13][C:12]=1[C@@:17]12[O:35][CH2:34][O:33][C@@H:18]1[CH2:19][N:20]([C:23]([C:25]1[CH:30]=[CH:29][C:28]([O:7][CH2:6][CH:4]3[CH2:5][C:2]([F:8])([F:1])[CH2:3]3)=[C:27]([Cl:32])[CH:26]=1)=[O:24])[CH2:21][CH2:22]2. Given the reactants [F:1][C:2]1([F:8])[CH2:5][CH:4]([CH2:6][OH:7])[CH2:3]1.[H-].[Na+].[N:11]1[CH:16]=[CH:15][CH:14]=[CH:13][C:12]=1[C@@:17]12[O:35][CH2:34][O:33][C@@H:18]1[CH2:19][N:20]([C:23]([C:25]1[CH:30]=[CH:29][C:28](F)=[C:27]([Cl:32])[CH:26]=1)=[O:24])[CH2:21][CH2:22]2, predict the reaction product.